This data is from Forward reaction prediction with 1.9M reactions from USPTO patents (1976-2016). The task is: Predict the product of the given reaction. Given the reactants [Br:1][C:2]1[C:3]([CH2:21]Br)=[CH:4][C:5]([NH:13][C:14]([O:16][C:17]([CH3:20])([CH3:19])[CH3:18])=[O:15])=[C:6]([CH:12]=1)[C:7]([O:9][CH2:10][CH3:11])=[O:8].C(O[C:28]([N:30]1[CH2:35][CH2:34][N:33](CC2C=C(N(C(OC(C)(C)C)=O)C(OC(C)(C)C)=O)C(C(OCC)=O)=CC=2Cl)[CH2:32][CH2:31]1)=O)(C)(C)C.CN1CCNCC1, predict the reaction product. The product is: [Br:1][C:2]1[C:3]([CH2:21][N:33]2[CH2:34][CH2:35][N:30]([CH3:28])[CH2:31][CH2:32]2)=[CH:4][C:5]([NH:13][C:14]([O:16][C:17]([CH3:20])([CH3:19])[CH3:18])=[O:15])=[C:6]([CH:12]=1)[C:7]([O:9][CH2:10][CH3:11])=[O:8].